Dataset: Forward reaction prediction with 1.9M reactions from USPTO patents (1976-2016). Task: Predict the product of the given reaction. (1) Given the reactants [Cl:1][C:2]1[CH:7]=[CH:6][CH:5]=[CH:4][C:3]=1[N:8]([CH3:28])[C:9]([C:11]1[S:27][C:14]2[C:15]3[CH:23]=[C:22]([C:24]([NH2:26])=[O:25])[CH:21]=[CH:20][C:16]=3[O:17][CH2:18][CH2:19][C:13]=2[CH:12]=1)=[O:10].[C:29](O)([C:31](F)(F)F)=O.C([SiH](CC)CC)C.C(=O)C, predict the reaction product. The product is: [Cl:1][C:2]1[CH:7]=[CH:6][CH:5]=[CH:4][C:3]=1[N:8]([CH3:28])[C:9]([C:11]1[S:27][C:14]2[C:15]3[CH:23]=[C:22]([C:24]([NH:26][CH2:29][CH3:31])=[O:25])[CH:21]=[CH:20][C:16]=3[O:17][CH2:18][CH2:19][C:13]=2[CH:12]=1)=[O:10]. (2) Given the reactants [C:1]([C:4]1[CH:5]=[CH:6][C:7]([NH:34][CH2:35][CH3:36])=[C:8]([N:10]=[C:11]2[N:15]([CH2:16][C:17]3[CH:22]=[CH:21][CH:20]=[CH:19][CH:18]=3)[C:14](=[O:23])[C:13](=[C:24]3[N:28]([CH3:29])[C:27]4[CH:30]=[CH:31][CH:32]=[CH:33][C:26]=4[S:25]3)[S:12]2)[CH:9]=1)(=[O:3])[CH3:2].[BH4-].[Na+], predict the reaction product. The product is: [CH2:16]([N:15]1[C:14](=[O:23])[C:13](=[C:24]2[N:28]([CH3:29])[C:27]3[CH:30]=[CH:31][CH:32]=[CH:33][C:26]=3[S:25]2)[S:12][C:11]1=[N:10][C:8]1[CH:9]=[C:4]([CH:1]([OH:3])[CH3:2])[CH:5]=[CH:6][C:7]=1[NH:34][CH2:35][CH3:36])[C:17]1[CH:18]=[CH:19][CH:20]=[CH:21][CH:22]=1. (3) The product is: [F:1][C:2]([F:20])([F:19])[C:3]1[CH:18]=[CH:17][C:6]([CH2:7][O:8][C:9]2[CH:10]=[C:11]([CH:12]=[CH:13][CH:14]=2)[CH2:15][O:34][C:31]2[CH:32]=[CH:33][C:26]3[C:25]([CH2:24][C:23]([OH:35])=[O:22])=[CH:29][S:28][C:27]=3[CH:30]=2)=[CH:5][CH:4]=1. Given the reactants [F:1][C:2]([F:20])([F:19])[C:3]1[CH:18]=[CH:17][C:6]([CH2:7][O:8][C:9]2[CH:14]=[CH:13][CH:12]=[C:11]([CH2:15]Cl)[CH:10]=2)=[CH:5][CH:4]=1.C[O:22][C:23](=[O:35])[CH2:24][C:25]1[C:26]2[CH:33]=[CH:32][C:31]([OH:34])=[CH:30][C:27]=2[S:28][CH:29]=1.COC(=O)CC1C2C=CC(OCC3C=CC(OCC4C=CC(C(F)(F)F)=CC=4)=CC=3)=CC=2SC=1, predict the reaction product. (4) Given the reactants [CH2:1]([C:13]1[CH:18]=[CH:17][C:16]([C:19]2[O:23][N:22]=[C:21]([C:24]3([C:27]([NH2:29])=O)[CH2:26][CH2:25]3)[N:20]=2)=[CH:15][CH:14]=1)[CH2:2][CH2:3][CH2:4][CH2:5][CH2:6][CH2:7][CH2:8][CH2:9][CH2:10][CH2:11][CH3:12].N1C(C)=CC(C)=CC=1C.N1C(Cl)=NC(Cl)=NC=1Cl, predict the reaction product. The product is: [CH2:1]([C:13]1[CH:18]=[CH:17][C:16]([C:19]2[O:23][N:22]=[C:21]([C:24]3([C:27]#[N:29])[CH2:26][CH2:25]3)[N:20]=2)=[CH:15][CH:14]=1)[CH2:2][CH2:3][CH2:4][CH2:5][CH2:6][CH2:7][CH2:8][CH2:9][CH2:10][CH2:11][CH3:12]. (5) Given the reactants [C:1]([O:5][C:6](=[O:21])[NH:7][C:8]1[C:9]([C:13]2[CH:18]=[CH:17][C:16]([CH:19]=O)=[CH:15][CH:14]=2)=[N:10][O:11][CH:12]=1)([CH3:4])([CH3:3])[CH3:2].[CH3:22][S:23]([C:26]1[CH:32]=[CH:31][C:29]([NH2:30])=[CH:28][CH:27]=1)(=[O:25])=[O:24].C(O[BH-](OC(=O)C)OC(=O)C)(=O)C.[Na+], predict the reaction product. The product is: [C:1]([O:5][C:6](=[O:21])[NH:7][C:8]1[C:9]([C:13]2[CH:18]=[CH:17][C:16]([CH2:19][NH:30][C:29]3[CH:28]=[CH:27][C:26]([S:23]([CH3:22])(=[O:25])=[O:24])=[CH:32][CH:31]=3)=[CH:15][CH:14]=2)=[N:10][O:11][CH:12]=1)([CH3:4])([CH3:3])[CH3:2]. (6) The product is: [CH3:15][C:11]1[N:12]=[C:13]([CH3:14])[N:9]([C:4]2[CH:3]=[C:2]([CH:16]=[CH2:17])[CH:7]=[C:6]([CH3:8])[N:5]=2)[N:10]=1. Given the reactants Cl[C:2]1[CH:7]=[C:6]([CH3:8])[N:5]=[C:4]([N:9]2[C:13]([CH3:14])=[N:12][C:11]([CH3:15])=[N:10]2)[CH:3]=1.[CH2:16]([Sn](CCCC)(CCCC)C=C)[CH2:17]CC, predict the reaction product.